This data is from Reaction yield outcomes from USPTO patents with 853,638 reactions. The task is: Predict the reaction yield, written as a fraction of the theoretical maximum amount of product (1.0 means a 100% yield; for example, 0.34 means a 34% yield). (1) The reactants are [Si]([O:8][C:9]1[CH:10]=[CH:11][CH:12]=[C:13]2[C:18]=1[N:17]=[C:16]([C:19]1[N:23]3[CH:24]=[CH:25][C:26]([O:28][CH2:29][CH2:30][O:31][CH3:32])=[CH:27][C:22]3=[N:21][N:20]=1)[CH:15]=[CH:14]2)(C(C)(C)C)(C)C.Cl.[OH-].[Na+]. The catalyst is C1COCC1.CCOC(C)=O. The product is [CH3:32][O:31][CH2:30][CH2:29][O:28][C:26]1[CH:25]=[CH:24][N:23]2[C:19]([C:16]3[CH:15]=[CH:14][C:13]4[C:18](=[C:9]([OH:8])[CH:10]=[CH:11][CH:12]=4)[N:17]=3)=[N:20][N:21]=[C:22]2[CH:27]=1. The yield is 0.770. (2) The reactants are Cl.[C:2]1([C@@H:8]2[CH2:10][C@H:9]2[NH2:11])[CH:7]=[CH:6][CH:5]=[CH:4][CH:3]=1.C(=O)([O-])[O-].[K+].[K+].Br[CH2:19][CH:20]1[CH2:25][CH2:24][N:23]([C:26]([O:28][CH2:29][C:30]2[CH:35]=[CH:34][CH:33]=[CH:32][CH:31]=2)=[O:27])[CH2:22][CH2:21]1.O. The catalyst is CN(C)C=O.C(OCC)(=O)C. The product is [C:2]1([C@@H:8]2[CH2:10][C@H:9]2[NH:11][CH2:19][CH:20]2[CH2:25][CH2:24][N:23]([C:26]([O:28][CH2:29][C:30]3[CH:31]=[CH:32][CH:33]=[CH:34][CH:35]=3)=[O:27])[CH2:22][CH2:21]2)[CH:7]=[CH:6][CH:5]=[CH:4][CH:3]=1. The yield is 0.122.